From a dataset of Peptide-MHC class I binding affinity with 185,985 pairs from IEDB/IMGT. Regression. Given a peptide amino acid sequence and an MHC pseudo amino acid sequence, predict their binding affinity value. This is MHC class I binding data. (1) The peptide sequence is TPKPAVRFAI. The MHC is HLA-B18:01 with pseudo-sequence HLA-B18:01. The binding affinity (normalized) is 0. (2) The peptide sequence is YRVRNVQTL. The MHC is HLA-A68:02 with pseudo-sequence HLA-A68:02. The binding affinity (normalized) is 0.0847.